From a dataset of Full USPTO retrosynthesis dataset with 1.9M reactions from patents (1976-2016). Predict the reactants needed to synthesize the given product. Given the product [Cl:34][C:35]1[C:36]2[C:46]([F:47])=[CH:45][CH:44]=[C:43]([F:48])[C:37]=2[S:38][C:39]=1[C:40]([N:14]([CH2:13][C:12]1[CH:30]=[C:8]([C:6]2[CH:7]=[C:2]([CH3:1])[N:3]=[C:4]([CH3:33])[CH:5]=2)[CH:9]=[CH:10][C:11]=1[O:31][CH3:32])[CH:15]1[CH2:16][CH2:17][CH:18]([N:21]([CH3:29])[C:22](=[O:28])[O:23][C:24]([CH3:27])([CH3:26])[CH3:25])[CH2:19][CH2:20]1)=[O:41], predict the reactants needed to synthesize it. The reactants are: [CH3:1][C:2]1[CH:7]=[C:6]([C:8]2[CH:9]=[CH:10][C:11]([O:31][CH3:32])=[C:12]([CH:30]=2)[CH2:13][NH:14][CH:15]2[CH2:20][CH2:19][CH:18]([N:21]([CH3:29])[C:22](=[O:28])[O:23][C:24]([CH3:27])([CH3:26])[CH3:25])[CH2:17][CH2:16]2)[CH:5]=[C:4]([CH3:33])[N:3]=1.[Cl:34][C:35]1[C:36]2[C:46]([F:47])=[CH:45][CH:44]=[C:43]([F:48])[C:37]=2[S:38][C:39]=1[C:40](Cl)=[O:41].